From a dataset of Forward reaction prediction with 1.9M reactions from USPTO patents (1976-2016). Predict the product of the given reaction. (1) Given the reactants OS(O)(=O)=O.CC(C)=O.OS(O)(=O)=O.O=[Cr](=O)=O.[CH3:19][C@H:20]1[C@H:25]([OH:26])[CH2:24][C@@H:23]2[CH2:27][C@H:21]1[C:22]2([CH3:29])[CH3:28], predict the reaction product. The product is: [CH3:19][C@H:20]1[C:25](=[O:26])[CH2:24][C@@H:23]2[CH2:27][C@H:21]1[C:22]2([CH3:28])[CH3:29]. (2) Given the reactants [CH3:1][C:2]1[CH:9]=[CH:8][CH:7]=[CH:6][C:3]=1[CH2:4][OH:5].C([Li])CCC.[NH2:15][C:16]1[S:17][C:18]2[C:23]([N:24]([CH3:32])[C@H:25]([CH2:28][CH:29]([CH3:31])[CH3:30])[CH2:26][OH:27])=[N:22][C:21](S(CC3C=CC=CC=3)(=O)=O)=[N:20][C:19]=2[N:43]=1.[NH4+].[Cl-], predict the reaction product. The product is: [NH2:15][C:16]1[S:17][C:18]2[C:23]([N:24]([CH3:32])[C@H:25]([CH2:28][CH:29]([CH3:30])[CH3:31])[CH2:26][OH:27])=[N:22][C:21]([O:5][CH2:4][C:3]3[CH:6]=[CH:7][CH:8]=[CH:9][C:2]=3[CH3:1])=[N:20][C:19]=2[N:43]=1. (3) The product is: [Cl:1][C:2]1[C:11]2[C:6](=[C:7]([Cl:21])[C:8]([C:13]3[CH:14]=[CH:15][C:16]([OH:19])=[CH:17][CH:18]=3)=[CH:9][C:10]=2[F:12])[CH:5]=[CH:4][C:3]=1[OH:22]. Given the reactants [Cl:1][C:2]1[C:11]2[C:6](=[C:7]([Cl:21])[C:8]([C:13]3[CH:18]=[CH:17][C:16]([O:19]C)=[CH:15][CH:14]=3)=[CH:9][C:10]=2[F:12])[CH:5]=[CH:4][C:3]=1[OH:22].B(Br)(Br)Br, predict the reaction product.